From a dataset of Reaction yield outcomes from USPTO patents with 853,638 reactions. Predict the reaction yield, written as a fraction of the theoretical maximum amount of product (1.0 means a 100% yield; for example, 0.34 means a 34% yield). (1) The product is [CH:18]([N:17]1[C:11]2[CH:10]=[C:9]([NH:8][C:6]3[CH:5]=[CH:4][N:3]=[C:2]([N:22]4[CH2:27][CH2:26][CH2:25][CH:24]([C:28]#[N:29])[CH2:23]4)[N:7]=3)[N:14]=[CH:13][C:12]=2[N:15]=[C:16]1[CH3:21])([CH3:20])[CH3:19]. The catalyst is C(O)(C)C. The reactants are Cl[C:2]1[N:7]=[C:6]([NH:8][C:9]2[N:14]=[CH:13][C:12]3[N:15]=[C:16]([CH3:21])[N:17]([CH:18]([CH3:20])[CH3:19])[C:11]=3[CH:10]=2)[CH:5]=[CH:4][N:3]=1.[NH:22]1[CH2:27][CH2:26][CH2:25][CH:24]([C:28]#[N:29])[CH2:23]1.C(N(CC)CC)C. The yield is 0.320. (2) The reactants are [CH3:1][CH2:2][C@@:3]1([OH:27])[C:8](=[O:9])[O:7][CH2:6][C:5]2[C:10]([N:12]3[C:16](=[CH:17][C:4]1=2)[C:15]1[N:18]=[C:19]2[C:24](=[CH:25][C:14]=1[CH2:13]3)[C:23]([Br:26])=[CH:22][CH:21]=[CH:20]2)=[O:11].[C:28]([O:32][C:33]([NH:35][CH2:36][C:37]([CH3:52])([CH3:51])[CH2:38][C:39](OC1C=CC([N+]([O-])=O)=CC=1)=[O:40])=[O:34])([CH3:31])([CH3:30])[CH3:29]. The yield is 0.240. The catalyst is CS(C)=O.CN(C1C=CN=CC=1)C.C(Cl)Cl. The product is [C:28]([O:32][C:33]([NH:35][CH2:36][C:37]([CH3:52])([CH3:51])[CH2:38][C:39]([O:27][C@@:3]1([CH2:2][CH3:1])[C:4]2[CH:17]=[C:16]3[N:12]([CH2:13][C:14]4[C:15]3=[N:18][C:19]3[CH:20]=[CH:21][CH:22]=[C:23]([Br:26])[C:24]=3[CH:25]=4)[C:10](=[O:11])[C:5]=2[CH2:6][O:7][C:8]1=[O:9])=[O:40])=[O:34])([CH3:31])([CH3:30])[CH3:29]. (3) The yield is 0.0700. The reactants are [Br:1][C:2]1[CH:7]=[CH:6][C:5]([S:8]([N:11]([CH3:13])[CH3:12])(=[O:10])=[O:9])=[C:4](F)[CH:3]=1.[C-:15]#[N:16].[Na+]. The catalyst is CN(C=O)C. The product is [Br:1][C:2]1[CH:7]=[CH:6][C:5]([S:8]([N:11]([CH3:13])[CH3:12])(=[O:10])=[O:9])=[C:4]([C:15]#[N:16])[CH:3]=1. (4) The reactants are [N:1]1([C:6]2[CH:11]=[CH:10][C:9]([C:12](O)([CH2:14][CH:15]([C:20]3[CH:25]=[C:24]([Cl:26])[CH:23]=[C:22]([Cl:27])[CH:21]=3)[C:16]([F:19])([F:18])[F:17])[CH3:13])=[CH:8][CH:7]=2)[CH:5]=[N:4][CH:3]=[N:2]1.C1(C)C=CC(S(O)(=O)=O)=CC=1. The catalyst is C1(C)C=CC=CC=1. The product is [Cl:26][C:24]1[CH:25]=[C:20]([CH:15]([C:16]([F:17])([F:19])[F:18])/[CH:14]=[C:12](/[C:9]2[CH:10]=[CH:11][C:6]([N:1]3[CH:5]=[N:4][CH:3]=[N:2]3)=[CH:7][CH:8]=2)\[CH3:13])[CH:21]=[C:22]([Cl:27])[CH:23]=1. The yield is 0.310. (5) The reactants are [CH:1]1([C:7]2([CH3:15])[N:11]([CH3:12])[C:10](=[O:13])[NH:9][C:8]2=[O:14])[CH2:6][CH2:5][CH2:4][CH2:3][CH2:2]1.N#N.[H-].[Na+].Br[CH2:21][C:22]([C:24]1[CH:29]=[CH:28][CH:27]=[CH:26][C:25]=1[F:30])=[O:23]. The yield is 0.160. The product is [CH:1]1([C:7]2([CH3:15])[N:11]([CH3:12])[C:10](=[O:13])[N:9]([CH2:21][C:22]([C:24]3[CH:29]=[CH:28][CH:27]=[CH:26][C:25]=3[F:30])=[O:23])[C:8]2=[O:14])[CH2:2][CH2:3][CH2:4][CH2:5][CH2:6]1. The catalyst is CN(C=O)C. (6) The reactants are [C:1]([C:5]1[CH:9]=[C:8]([NH:10][C:11]([NH:13][C@@H:14]2[C:23]3[C:18](=[CH:19][CH:20]=[CH:21][CH:22]=3)[C@H:17]([O:24][C:25]3[CH:26]=[CH:27][C:28]4[N:29]([C:31]([N:34]5[CH2:39][CH2:38][CH2:37][CH2:36][C@@H:35]5[CH3:40])=[N:32][N:33]=4)[CH:30]=3)[CH2:16][CH2:15]2)=[O:12])[N:7]([C:41]2[CH:42]=[N:43][N:44]([CH2:46][CH2:47]OS(C)(=O)=O)[CH:45]=2)[N:6]=1)([CH3:4])([CH3:3])[CH3:2].[NH:53]1[CH2:58][CH2:57][O:56][CH2:55][CH2:54]1. The catalyst is C1COCC1. The product is [C:1]([C:5]1[CH:9]=[C:8]([NH:10][C:11]([NH:13][C@@H:14]2[C:23]3[C:18](=[CH:19][CH:20]=[CH:21][CH:22]=3)[C@H:17]([O:24][C:25]3[CH:26]=[CH:27][C:28]4[N:29]([C:31]([N:34]5[CH2:39][CH2:38][CH2:37][CH2:36][C@@H:35]5[CH3:40])=[N:32][N:33]=4)[CH:30]=3)[CH2:16][CH2:15]2)=[O:12])[N:7]([C:41]2[CH:42]=[N:43][N:44]([CH2:46][CH2:47][N:53]3[CH2:58][CH2:57][O:56][CH2:55][CH2:54]3)[CH:45]=2)[N:6]=1)([CH3:2])([CH3:3])[CH3:4]. The yield is 0.350.